Dataset: Forward reaction prediction with 1.9M reactions from USPTO patents (1976-2016). Task: Predict the product of the given reaction. Given the reactants [Cl:1][C:2]1[CH:3]=[C:4]([CH:8]=[CH:9][C:10]=1[O:11][CH2:12][CH2:13][CH3:14])[C:5]([OH:7])=O.C(Cl)CCl.C1C=CC2N(O)N=NC=2C=1.[Cl:29][C:30]1[C:38]2[C:33](=[CH:34][CH:35]=[C:36]([C:39]([NH:41]O)=[NH:40])[CH:37]=2)[N:32]([CH2:43][CH2:44][C:45]([O:47][CH2:48][CH3:49])=[O:46])[CH:31]=1, predict the reaction product. The product is: [Cl:29][C:30]1[C:38]2[C:33](=[CH:34][CH:35]=[C:36]([C:39]3[N:40]=[C:5]([C:4]4[CH:8]=[CH:9][C:10]([O:11][CH2:12][CH2:13][CH3:14])=[C:2]([Cl:1])[CH:3]=4)[O:7][N:41]=3)[CH:37]=2)[N:32]([CH2:43][CH2:44][C:45]([O:47][CH2:48][CH3:49])=[O:46])[CH:31]=1.